From a dataset of Forward reaction prediction with 1.9M reactions from USPTO patents (1976-2016). Predict the product of the given reaction. (1) Given the reactants [CH3:1][C:2]([C:4]1[CH:9]=[CH:8][CH:7]=[C:6]([NH2:10])[CH:5]=1)=[O:3].C(=O)([O-])[O-].[K+].[K+].[Cl:17][CH2:18][CH2:19][C:20](Cl)=[O:21], predict the reaction product. The product is: [C:2]([C:4]1[CH:5]=[C:6]([NH:10][C:20](=[O:21])[CH2:19][CH2:18][Cl:17])[CH:7]=[CH:8][CH:9]=1)(=[O:3])[CH3:1]. (2) Given the reactants Br[C:2]1[C:3]([CH3:8])=[N:4][O:5][C:6]=1[CH3:7].[Cl:9][C:10]1[CH:15]=[C:14](C2C=NN(C3CCCCO3)C=2)[CH:13]=[CH:12][N:11]=1, predict the reaction product. The product is: [Cl:9][C:10]1[CH:15]=[C:14]([C:2]2[C:3]([CH3:8])=[N:4][O:5][C:6]=2[CH3:7])[CH:13]=[CH:12][N:11]=1. (3) Given the reactants [Cl:1][C:2]1[N:7]=[N:6][C:5]([C:8]([OH:10])=O)=[CH:4][CH:3]=1.[CH:11]1([C:14]2[CH:15]=[C:16]([CH3:26])[C:17]([N:20]3[CH2:25][CH2:24][NH:23][CH2:22][CH2:21]3)=[N:18][CH:19]=2)[CH2:13][CH2:12]1, predict the reaction product. The product is: [Cl:1][C:2]1[N:7]=[N:6][C:5]([C:8]([N:23]2[CH2:24][CH2:25][N:20]([C:17]3[C:16]([CH3:26])=[CH:15][C:14]([CH:11]4[CH2:12][CH2:13]4)=[CH:19][N:18]=3)[CH2:21][CH2:22]2)=[O:10])=[CH:4][CH:3]=1.